From a dataset of Reaction yield outcomes from USPTO patents with 853,638 reactions. Predict the reaction yield, written as a fraction of the theoretical maximum amount of product (1.0 means a 100% yield; for example, 0.34 means a 34% yield). (1) The reactants are [CH2:1]([O:3][C:4]1[CH:9]=[CH:8][C:7]([NH:10][C:11](=S)SC)=[CH:6][CH:5]=1)[CH3:2].[NH2:15][C:16]1[CH:17]=[C:18]([CH:26]=[CH:27][C:28]=1[NH:29][CH2:30][CH2:31][CH:32]([CH3:34])[CH3:33])[C:19]([N:21]([CH2:24][CH3:25])[CH2:22][CH3:23])=[O:20].CO. The catalyst is CN(C=O)C.C(Cl)Cl.[Hg]=O. The product is [CH2:1]([O:3][C:4]1[CH:9]=[CH:8][C:7]([NH:10][C:11]2[N:29]([CH2:30][CH2:31][CH:32]([CH3:34])[CH3:33])[C:28]3[CH:27]=[CH:26][C:18]([C:19]([N:21]([CH2:24][CH3:25])[CH2:22][CH3:23])=[O:20])=[CH:17][C:16]=3[N:15]=2)=[CH:6][CH:5]=1)[CH3:2]. The yield is 0.450. (2) The reactants are [P:1]([O:9][CH2:10][C@H:11]1[O:15][C@@H:14]([N:16]2[C:26]3[N:25]=[C:23]([NH2:24])[NH:22][C:20](=[O:21])[C:19]=3[N:18]=[CH:17]2)[C@H:13]([OH:27])[CH2:12]1)([O:4][P:5]([OH:8])([OH:7])=[O:6])(=[O:3])[OH:2].[CH3:28]S(C)=O.CN(C=O)C.CI. The catalyst is O. The product is [P:1]([O:9][CH2:10][C@H:11]1[O:15][C@@H:14]([N:16]2[C:26]3[N:25]=[C:23]([NH2:24])[NH:22][C:20](=[O:21])[C:19]=3[N:18]([CH3:28])[CH2:17]2)[C@H:13]([OH:27])[CH2:12]1)([O:4][P:5]([OH:7])([OH:8])=[O:6])(=[O:2])[OH:3]. The yield is 0.280. (3) The reactants are [CH2:1]([NH2:5])[CH2:2][CH2:3][NH2:4].[C:6]([N:14]=[C:15]=[S:16])(=[O:13])[C:7]1[CH:12]=[CH:11][CH:10]=[CH:9][CH:8]=1. The catalyst is C(Cl)Cl. The product is [CH2:1]([NH:5][C:15]([NH:14][C:6](=[O:13])[C:7]1[CH:8]=[CH:9][CH:10]=[CH:11][CH:12]=1)=[S:16])[CH2:2][CH2:3][NH:4][C:15]([NH:14][C:6](=[O:13])[C:7]1[CH:12]=[CH:11][CH:10]=[CH:9][CH:8]=1)=[S:16]. The yield is 0.880. (4) The reactants are [NH2:1][C:2]1[C:3]([C:9]([NH2:11])=O)=[N:4][C:5]([Br:8])=[CH:6][N:7]=1.O=P(Cl)(Cl)Cl.C([O-])(O)=O.[Na+]. The catalyst is N1C=CC=CC=1.CCOC(C)=O. The product is [NH2:1][C:2]1[C:3]([C:9]#[N:11])=[N:4][C:5]([Br:8])=[CH:6][N:7]=1. The yield is 0.430. (5) The reactants are [ClH:1].[CH2:2]([S:4]([C:7]1[CH:12]=[CH:11][C:10]([C:13]2[CH:22]=[CH:21][C:20]3[C:15](=[CH:16][CH:17]=[C:18]([O:23]C)[CH:19]=3)[C:14]=2[O:25][C:26]2[CH:40]=[CH:39][C:29]([O:30][CH2:31][CH2:32][N:33]3[CH2:38][CH2:37][CH2:36][CH2:35][CH2:34]3)=[CH:28][CH:27]=2)=[CH:9][CH:8]=1)(=[O:6])=[O:5])[CH3:3].C(S(C1C=CC(C2C(OC3C=CC(OCCN4CCCCC4)=CC=3)=C3C(=CC=2)C=C(O)C=C3)=CC=1)(=O)=O)C.Cl. The catalyst is C(OCC)(=O)C.C(OCC)C. The product is [ClH:1].[CH2:2]([S:4]([C:7]1[CH:8]=[CH:9][C:10]([C:13]2[C:14]([O:25][C:26]3[CH:40]=[CH:39][C:29]([O:30][CH2:31][CH2:32][N:33]4[CH2:38][CH2:37][CH2:36][CH2:35][CH2:34]4)=[CH:28][CH:27]=3)=[C:15]3[C:20](=[CH:21][CH:22]=2)[CH:19]=[C:18]([OH:23])[CH:17]=[CH:16]3)=[CH:11][CH:12]=1)(=[O:5])=[O:6])[CH3:3]. The yield is 0.890. (6) The reactants are C([O:3][C:4]([C:6]1[C:7]([C:20]2[CH:25]=[CH:24][CH:23]=[CH:22][CH:21]=2)=[N:8][O:9][C:10]=1[C:11]([CH3:19])([CH3:18])[O:12][SiH2:13][C:14]([CH3:17])([CH3:16])[CH3:15])=O)C.[BH4-].[Li+].[C@H](O)(C([O-])=O)[C@@H](O)C([O-])=O.[Na+].[K+]. The catalyst is C1COCC1. The product is [C:14]([SiH2:13][O:12][C:11]([CH3:19])([CH3:18])[C:10]1[O:9][N:8]=[C:7]([C:20]2[CH:21]=[CH:22][CH:23]=[CH:24][CH:25]=2)[C:6]=1[CH2:4][OH:3])([CH3:17])([CH3:15])[CH3:16]. The yield is 0.410.